Task: Predict the product of the given reaction.. Dataset: Forward reaction prediction with 1.9M reactions from USPTO patents (1976-2016) (1) Given the reactants [CH:1]([N:4]1[CH:8]=[C:7](C(O)=O)[C:6]([C:12]2[CH:17]=[CH:16][CH:15]=[CH:14][CH:13]=2)=[N:5]1)([CH3:3])[CH3:2].C(N1C(C2C=CC=CC=2)=C([C:32]([OH:34])=[O:33])C=N1)(C)C.C([N:37](CC)CC)C.[Cl:42][C:43]([Cl:47])([Cl:46])[CH2:44]O.C1C=CC(P(N=[N+]=[N-])(C2C=CC=CC=2)=O)=CC=1, predict the reaction product. The product is: [CH:1]([N:4]1[CH:8]=[C:7]([NH:37][C:32](=[O:33])[O:34][CH2:44][C:43]([Cl:47])([Cl:46])[Cl:42])[C:6]([C:12]2[CH:13]=[CH:14][CH:15]=[CH:16][CH:17]=2)=[N:5]1)([CH3:2])[CH3:3]. (2) The product is: [CH:37]1([C@@H:40]([C:41]2[CH:46]=[CH:45][CH:44]=[C:43]([F:47])[CH:42]=2)[NH:48][C:18]([C:17]2[C:16]3[C:11](=[CH:12][CH:13]=[CH:14][CH:15]=3)[N:10]=[C:9]([C:21]3[CH:26]=[CH:25][CH:24]=[CH:23][CH:22]=3)[C:8]=2[CH2:7][N:3]2[CH2:4][CH2:5][CH2:6][C:2]2=[O:1])=[O:19])[CH2:38][CH2:39]1. Given the reactants [O:1]=[C:2]1[CH2:6][CH2:5][CH2:4][N:3]1[CH2:7][C:8]1[C:9]([C:21]2[CH:26]=[CH:25][CH:24]=[CH:23][CH:22]=2)=[N:10][C:11]2[C:16]([C:17]=1[C:18](O)=[O:19])=[CH:15][CH:14]=[CH:13][CH:12]=2.C(N(C(C)C)CC)(C)C.Cl.[CH:37]1([C@H:40]([NH2:48])[C:41]2[CH:46]=[CH:45][CH:44]=[C:43]([F:47])[CH:42]=2)[CH2:39][CH2:38]1, predict the reaction product. (3) The product is: [Cl:21][C:13]1[CH:14]=[C:15]([C:16](=[O:17])[N:3]([CH3:4])[CH3:2])[CH:19]=[CH:20][C:12]=1[C:10]([O:9][C:5]([CH3:8])([CH3:7])[CH3:6])=[O:11]. Given the reactants Cl.[CH3:2][NH:3][CH3:4].[C:5]([O:9][C:10]([C:12]1[CH:20]=[CH:19][C:15]([C:16](O)=[O:17])=[CH:14][C:13]=1[Cl:21])=[O:11])([CH3:8])([CH3:7])[CH3:6], predict the reaction product.